Predict the reaction yield, written as a fraction of the theoretical maximum amount of product (1.0 means a 100% yield; for example, 0.34 means a 34% yield). From a dataset of Reaction yield outcomes from USPTO patents with 853,638 reactions. (1) The reactants are [NH2:1][C:2]1[C:3]2[N:4]([C:13]([CH3:17])=[C:14]([CH3:16])[N:15]=2)[CH:5]=[C:6]([C:8]([O:10][CH2:11][CH3:12])=[O:9])[CH:7]=1.[CH2:18]([C:20]1[CH:27]=[CH:26][CH:25]=[C:24]([CH3:28])[C:21]=1[CH2:22]Cl)[CH3:19].C(=O)([O-])[O-].[Na+].[Na+].[I-].[K+]. The catalyst is CC(C)=O. The product is [CH3:16][C:14]1[N:15]=[C:3]2[C:2]([NH:1][CH2:22][C:21]3[C:24]([CH3:28])=[CH:25][CH:26]=[CH:27][C:20]=3[CH2:18][CH3:19])=[CH:7][C:6]([C:8]([O:10][CH2:11][CH3:12])=[O:9])=[CH:5][N:4]2[C:13]=1[CH3:17]. The yield is 0.0900. (2) The reactants are Br[C:2]1[CH:3]=[C:4]([NH:9][CH2:10][CH:11]2[CH2:16][CH2:15][O:14][CH2:13][CH2:12]2)[C:5]([Cl:8])=[N:6][CH:7]=1.C([O-])([O-])=O.[Na+].[Na+].[Cl:23][C:24]1[C:25](B(O)O)=[CH:26][C:27]([F:30])=[N:28][CH:29]=1.C(Cl)Cl. The catalyst is COCCOC.CCOC(C)=O.C1C=CC(P(C2C=CC=CC=2)[C-]2C=CC=C2)=CC=1.C1C=CC(P(C2C=CC=CC=2)[C-]2C=CC=C2)=CC=1.Cl[Pd]Cl.[Fe+2]. The product is [Cl:23][C:24]1[C:25]([C:2]2[CH:7]=[N:6][C:5]([Cl:8])=[C:4]([NH:9][CH2:10][CH:11]3[CH2:16][CH2:15][O:14][CH2:13][CH2:12]3)[CH:3]=2)=[CH:26][C:27]([F:30])=[N:28][CH:29]=1. The yield is 0.595.